Dataset: Full USPTO retrosynthesis dataset with 1.9M reactions from patents (1976-2016). Task: Predict the reactants needed to synthesize the given product. (1) Given the product [CH3:1][O:2][C:3]([O:5][C:6]([O:8][CH3:9])=[O:7])=[O:4].[CH3:12][CH:11]([CH2:13][CH2:14][CH2:15][C@H:16]([C@@H:18]1[C@:36]2([CH3:37])[C@H:21]([C@H:22]3[C@H:33]([CH2:34][CH2:35]2)[C@:31]2([CH3:32])[C:25]([CH2:26][C@H:27]([CH2:29][CH2:30]2)[OH:28])=[CH:24][CH2:23]3)[CH2:20][CH2:19]1)[CH3:17])[CH3:10], predict the reactants needed to synthesize it. The reactants are: [CH3:1][O:2][C:3]([O:5][C:6]([O:8][CH3:9])=[O:7])=[O:4].[CH3:10][CH:11]([CH2:13][CH2:14][CH2:15][C@H:16]([C@@H:18]1[C@:36]2([CH3:37])[C@H:21]([C@H:22]3[C@H:33]([CH2:34][CH2:35]2)[C@:31]2([CH3:32])[C:25]([CH2:26][C@H:27]([CH2:29][CH2:30]2)[OH:28])=[CH:24][CH2:23]3)[CH2:20][CH2:19]1)[CH3:17])[CH3:12].B([O-])([O-])[O-].[Na+].[Cl-]. (2) Given the product [CH3:27][N:15]1[C:16](=[O:26])[CH:17]=[C:18]([C:20]2[CH:25]=[CH:24][N:23]=[CH:22][N:21]=2)[N:19]=[C:14]1[N:11]1[CH2:12][CH2:13][NH:8][CH2:9][C@H:10]1[CH3:28], predict the reactants needed to synthesize it. The reactants are: C(OC([N:8]1[CH2:13][CH2:12][N:11]([C:14]2[N:15]([CH3:27])[C:16](=[O:26])[CH:17]=[C:18]([C:20]3[CH:25]=[CH:24][N:23]=[CH:22][N:21]=3)[N:19]=2)[C@H:10]([CH3:28])[CH2:9]1)=O)(C)(C)C.Cl.